From a dataset of Forward reaction prediction with 1.9M reactions from USPTO patents (1976-2016). Predict the product of the given reaction. (1) Given the reactants [Cl:1][C:2]1[CH:3]=[C:4]2[C:13](=[C:14]3[C:19]=1[CH:18]=[CH:17][CH:16]=[N:15]3)[NH:12][S:11](=[O:21])(=[O:20])[C:10]1[C:5]2=[CH:6][C:7](F)=[CH:8][CH:9]=1.[CH3:23][N:24]([CH3:28])[CH2:25][CH2:26][OH:27].[H-].[Na+], predict the reaction product. The product is: [Cl:1][C:2]1[CH:3]=[C:4]2[C:13](=[C:14]3[C:19]=1[CH:18]=[CH:17][CH:16]=[N:15]3)[NH:12][S:11](=[O:21])(=[O:20])[C:10]1[C:5]2=[CH:6][C:7]([O:27][CH2:26][CH2:25][N:24]([CH3:28])[CH3:23])=[CH:8][CH:9]=1. (2) Given the reactants C(N[CH:5]([CH3:7])[CH3:6])(C)C.[Li]CCCC.CN1C(=O)N(C)CCC1.[CH2:22]([O:24][C:25]([CH:27]1[CH2:32][CH2:31][CH2:30][CH:29]([C:33]([O:35][CH2:36][CH3:37])=[O:34])[CH2:28]1)=[O:26])[CH3:23].C(Br)C=C, predict the reaction product. The product is: [CH2:36]([O:35][C:33]([C:29]1([CH2:7][CH:5]=[CH2:6])[CH2:30][CH2:31][CH2:32][CH:27]([C:25]([O:24][CH2:22][CH3:23])=[O:26])[CH2:28]1)=[O:34])[CH3:37]. (3) Given the reactants Cl.[Cl:2][C:3]1[CH:4]=[C:5]([CH:25]=[CH:26][CH:27]=1)[CH2:6][N:7]1[CH:12]=[CH:11][N:10]2[CH:13]=[C:14]([NH:19][CH2:20][CH:21]([CH3:23])[CH3:22])[C:15](=[O:18])[C:16]([OH:17])=[C:9]2[C:8]1=[O:24].C(Cl)(Cl)Cl.[C:32](Cl)(=[O:34])[CH3:33].S([O-])(O)(=O)=O.[K+], predict the reaction product. The product is: [Cl:2][C:3]1[CH:4]=[C:5]([CH:25]=[CH:26][CH:27]=1)[CH2:6][N:7]1[CH:12]=[CH:11][N:10]2[CH:13]=[C:14]([N:19]([CH2:20][CH:21]([CH3:23])[CH3:22])[C:32](=[O:34])[CH3:33])[C:15](=[O:18])[C:16]([OH:17])=[C:9]2[C:8]1=[O:24]. (4) Given the reactants [O:1]=[C:2]1[NH:7][CH:6]=[C:5]([C:8]2[CH:23]=[CH:22][C:11]([CH2:12][CH2:13][NH:14]C(=O)OC(C)(C)C)=[CH:10][CH:9]=2)[CH:4]=[CH:3]1.[ClH:24], predict the reaction product. The product is: [ClH:24].[NH2:14][CH2:13][CH2:12][C:11]1[CH:10]=[CH:9][C:8]([C:5]2[CH:4]=[CH:3][C:2](=[O:1])[NH:7][CH:6]=2)=[CH:23][CH:22]=1. (5) Given the reactants [CH2:1]([NH2:5])[CH2:2][CH2:3][NH2:4].[CH3:6][C:7]([O:10][C:11](O[C:11]([O:10][C:7]([CH3:9])([CH3:8])[CH3:6])=[O:12])=[O:12])([CH3:9])[CH3:8], predict the reaction product. The product is: [C:7]([O:10][C:11](=[O:12])[NH:4][CH2:3][CH2:2][CH2:1][NH2:5])([CH3:9])([CH3:8])[CH3:6]. (6) Given the reactants Br[C:2]1[C:6]2[N:7]=[CH:8][N:9]=[C:10]([NH:11][CH:12]3[CH2:17][CH2:16][N:15]([C:18]([O:20][C:21]([CH3:24])([CH3:23])[CH3:22])=[O:19])[CH2:14][CH2:13]3)[C:5]=2[N:4]([CH3:25])[CH:3]=1.[CH3:26][S:27]([C:30]1[CH:35]=[CH:34][C:33](B(O)O)=[CH:32][CH:31]=1)(=[O:29])=[O:28].C([O-])([O-])=O.[Na+].[Na+], predict the reaction product. The product is: [CH3:25][N:4]1[C:5]2[C:10]([NH:11][CH:12]3[CH2:17][CH2:16][N:15]([C:18]([O:20][C:21]([CH3:24])([CH3:23])[CH3:22])=[O:19])[CH2:14][CH2:13]3)=[N:9][CH:8]=[N:7][C:6]=2[C:2]([C:33]2[CH:34]=[CH:35][C:30]([S:27]([CH3:26])(=[O:29])=[O:28])=[CH:31][CH:32]=2)=[CH:3]1. (7) Given the reactants [Br:1][C:2]1[CH:3]=[C:4]([C:22]([O:24]C)=O)[C:5]2[NH:6][C:7]3[CH:8]=[C:9]([N:15]4[CH2:20][CH2:19][N:18]([CH3:21])[CH2:17][CH2:16]4)[CH:10]=[CH:11][C:12]=3[C:13]=2[N:14]=1.[NH3:26], predict the reaction product. The product is: [Br:1][C:2]1[CH:3]=[C:4]([C:22]([NH2:26])=[O:24])[C:5]2[NH:6][C:7]3[CH:8]=[C:9]([N:15]4[CH2:20][CH2:19][N:18]([CH3:21])[CH2:17][CH2:16]4)[CH:10]=[CH:11][C:12]=3[C:13]=2[N:14]=1. (8) Given the reactants [CH:1]([NH2:4])([CH3:3])[CH3:2].[CH2:5]1[CH2:11][S:8](=[O:10])(=[O:9])[O:7][CH2:6]1.CCCCCC, predict the reaction product. The product is: [CH:1]([NH:4][CH2:6][CH2:5][CH2:11][S:8]([OH:10])(=[O:9])=[O:7])([CH3:3])[CH3:2].